From a dataset of Forward reaction prediction with 1.9M reactions from USPTO patents (1976-2016). Predict the product of the given reaction. The product is: [O:1]([CH2:4][C:5]([OH:7])=[O:6])[C:8]1[CH:9]=[CH:10][CH:11]=[CH:12][CH:13]=1. Given the reactants [OH-:1].[K+].Cl[CH2:4][C:5]([OH:7])=[O:6].[C:8]1(C)[C:9](C)=[CH:10][CH:11]=[CH:12][CH:13]=1, predict the reaction product.